From a dataset of Full USPTO retrosynthesis dataset with 1.9M reactions from patents (1976-2016). Predict the reactants needed to synthesize the given product. The reactants are: [CH:1]1([C:6]([C:8]2[CH:16]=[CH:15][C:14]([O:17][CH3:18])=[CH:13][C:9]=2[C:10](O)=[O:11])=O)[CH2:5][CH2:4][CH2:3][CH2:2]1.O.[NH2:20][NH2:21]. Given the product [CH:1]1([C:6]2[C:8]3[C:9](=[CH:13][C:14]([O:17][CH3:18])=[CH:15][CH:16]=3)[C:10](=[O:11])[NH:21][N:20]=2)[CH2:5][CH2:4][CH2:3][CH2:2]1, predict the reactants needed to synthesize it.